Dataset: Catalyst prediction with 721,799 reactions and 888 catalyst types from USPTO. Task: Predict which catalyst facilitates the given reaction. The catalyst class is: 2. Product: [F:14][C:15]1[CH:22]=[CH:21][CH:20]=[C:19]([F:23])[C:16]=1[CH:17]=[N:7][S@:5]([C:2]([CH3:4])([CH3:3])[CH3:1])=[O:6]. Reactant: [CH3:1][C:2]([S@@:5]([NH2:7])=[O:6])([CH3:4])[CH3:3].C([O-])([O-])=O.[Cs+].[Cs+].[F:14][C:15]1[CH:22]=[CH:21][CH:20]=[C:19]([F:23])[C:16]=1[CH:17]=O.